This data is from Reaction yield outcomes from USPTO patents with 853,638 reactions. The task is: Predict the reaction yield, written as a fraction of the theoretical maximum amount of product (1.0 means a 100% yield; for example, 0.34 means a 34% yield). The product is [NH2:29][C:21]1[CH:20]=[C:19]([CH:24]=[C:23]([C:25]([F:28])([F:27])[F:26])[CH:22]=1)[C:18](/[N:17]=[C:7]1/[N:8]([CH2:11][C@H:12]2[CH2:16][CH2:15][CH2:14][O:13]2)[N:9]([CH3:10])[C:5]([C:1]([CH3:4])([CH3:3])[CH3:2])=[CH:6]/1)=[O:32]. The yield is 0.780. The reactants are [C:1]([C:5]1[N:9]([CH3:10])[N:8]([CH2:11][C@H:12]2[CH2:16][CH2:15][CH2:14][O:13]2)/[C:7](=[N:17]/[C:18](=[O:32])[C:19]2[CH:24]=[C:23]([C:25]([F:28])([F:27])[F:26])[CH:22]=[C:21]([N+:29]([O-])=O)[CH:20]=2)/[CH:6]=1)([CH3:4])([CH3:3])[CH3:2]. The catalyst is C(O)C.[OH-].[Pd+2].[OH-].